This data is from Forward reaction prediction with 1.9M reactions from USPTO patents (1976-2016). The task is: Predict the product of the given reaction. (1) Given the reactants [Br:1][C:2]1C=CC(C#N)=[N:6][CH:7]=1.[CH3:10][Mg+].[Br-].Cl.[CH2:14]1[CH2:18][O:17][CH2:16][CH2:15]1, predict the reaction product. The product is: [Br:1][C:2]1[CH:16]=[CH:15][C:14]([C:18](=[O:17])[CH3:10])=[N:6][CH:7]=1. (2) Given the reactants [Cl:1][C:2]1[N:3]=[C:4]([N:15]2[CH2:20][CH2:19][O:18][CH2:17][CH2:16]2)[C:5]2[S:10][C:9](S(C)(=O)=O)=[N:8][C:6]=2[N:7]=1.[O:21]1[CH2:26][CH2:25][N:24]([CH2:27][CH2:28][NH2:29])[CH2:23][CH2:22]1, predict the reaction product. The product is: [Cl:1][C:2]1[N:3]=[C:4]([N:15]2[CH2:20][CH2:19][O:18][CH2:17][CH2:16]2)[C:5]2[S:10][C:9]([NH:29][CH2:28][CH2:27][N:24]3[CH2:25][CH2:26][O:21][CH2:22][CH2:23]3)=[N:8][C:6]=2[N:7]=1. (3) The product is: [OH:5][CH2:6][CH2:7][O:8][C:9]1[CH:10]=[C:11]([NH:17][CH:18]([C:30]2[CH:31]=[CH:32][C:33]([CH3:36])=[CH:34][CH:35]=2)[C:19]([C:21]2[C:29]3[C:24](=[CH:25][CH:26]=[CH:27][CH:28]=3)[NH:23][CH:22]=2)=[O:20])[CH:12]=[C:13]([O:15][CH3:16])[CH:14]=1. Given the reactants C([O:5][CH2:6][CH2:7][O:8][C:9]1[CH:10]=[C:11]([NH:17][CH:18]([C:30]2[CH:35]=[CH:34][C:33]([CH3:36])=[CH:32][CH:31]=2)[C:19]([C:21]2[C:29]3[C:24](=[CH:25][CH:26]=[CH:27][CH:28]=3)[NH:23][CH:22]=2)=[O:20])[CH:12]=[C:13]([O:15][CH3:16])[CH:14]=1)(C)(C)C.O1CCOCC1.C(=O)(O)[O-].[Na+], predict the reaction product. (4) Given the reactants C[O:2][C:3]1[C:4]([CH3:29])=[C:5]([C:20]([O:27]C)=[C:21]([O:25][CH3:26])[C:22]=1[O:23][CH3:24])[CH2:6][C:7]1[C:8]([O:16][C:17](=[O:19])[CH3:18])=[C:9]([CH:13]=[CH:14][CH:15]=1)[C:10]([OH:12])=[O:11].O=[N+]([O-])[O-].[O-][N+](=O)[O-].[O-][N+](=O)[O-].[O-][N+](=O)[O-].[O-][N+](=O)[O-].[O-][N+](=O)[O-].[Ce+4].[NH4+].[NH4+], predict the reaction product. The product is: [CH3:24][O:23][C:22]1[C:3](=[O:2])[C:4]([CH3:29])=[C:5]([CH2:6][C:7]2[C:8]([O:16][C:17](=[O:19])[CH3:18])=[C:9]([CH:13]=[CH:14][CH:15]=2)[C:10]([OH:12])=[O:11])[C:20](=[O:27])[C:21]=1[O:25][CH3:26]. (5) Given the reactants [F:1][C:2]1[N:10]=[C:9]2[C:5]([N:6]=[CH:7][N:8]2[C@@H:11]2[O:33][C@@H:32]([CH2:34][O:35]C(=O)C3C=CC=CC=3)[C@@H:22]([O:23]C(=O)C3C=CC=CC=3)[C@H:12]2[O:13]C(=O)C2C=CC=CC=2)=[C:4]([NH2:44])[N:3]=1.[OH-].[K+].C(O)(=O)C, predict the reaction product. The product is: [F:1][C:2]1[N:10]=[C:9]2[C:5]([N:6]=[CH:7][N:8]2[C@@H:11]2[O:33][C@@H:32]([CH2:34][OH:35])[C@@H:22]([OH:23])[C@H:12]2[OH:13])=[C:4]([NH2:44])[N:3]=1.